This data is from Forward reaction prediction with 1.9M reactions from USPTO patents (1976-2016). The task is: Predict the product of the given reaction. (1) The product is: [NH2:1][C:4]1[CH:5]=[CH:6][C:7]([N:10]2[CH2:15][CH2:14][N:13]3[C:16](=[O:19])[CH2:17][CH2:18][CH:12]3[CH2:11]2)=[CH:8][CH:9]=1. Given the reactants [N+:1]([C:4]1[CH:9]=[CH:8][C:7]([N:10]2[CH2:15][CH2:14][N:13]3[C:16](=[O:19])[CH2:17][CH2:18][CH:12]3[CH2:11]2)=[CH:6][CH:5]=1)([O-])=O.[NH4+].[Cl-], predict the reaction product. (2) Given the reactants [CH2:1]([C:3]1([CH2:14][C:15]([OH:17])=[O:16])[C:11]2[C:6](=[CH:7][CH:8]=[C:9]([O:12]C)[CH:10]=2)[CH2:5][CH2:4]1)[CH3:2].CN1C(=O)CCC1.[OH-].[Na+].C(S)CCCCCCCCCCC, predict the reaction product. The product is: [CH2:1]([C:3]1([CH2:14][C:15]([OH:17])=[O:16])[C:11]2[C:6](=[CH:7][CH:8]=[C:9]([OH:12])[CH:10]=2)[CH2:5][CH2:4]1)[CH3:2]. (3) Given the reactants Cl.O.C([O:5][C:6](=[O:21])[CH:7]([CH2:13][C:14]1[CH:19]=[CH:18][CH:17]=[CH:16][C:15]=1[I:20])C(OCC)=O)C, predict the reaction product. The product is: [I:20][C:15]1[CH:16]=[CH:17][CH:18]=[CH:19][C:14]=1[CH2:13][CH2:7][C:6]([OH:21])=[O:5].